From a dataset of Reaction yield outcomes from USPTO patents with 853,638 reactions. Predict the reaction yield, written as a fraction of the theoretical maximum amount of product (1.0 means a 100% yield; for example, 0.34 means a 34% yield). (1) The reactants are [NH2:1][C:2]1[CH:3]=[C:4]2[C:9](=[CH:10][CH:11]=1)[N:8]([CH2:12][CH:13]1[CH2:15][CH2:14]1)[C:7](=[O:16])[N:6]([CH2:17][CH3:18])[C:5]2=O.[O:20]=[C:21]1[O:25][C@@H:24]([C:26](O)=[O:27])[CH2:23][CH2:22]1.CCN(C(C)C)C(C)C.C(P1(=O)OP(CCC)(=O)OP(CCC)(=O)[O:42]1)CC. The catalyst is C(OCC)(=O)C.O. The product is [CH:13]1([CH2:12][N:8]2[C:9](=[O:42])[C:10]3[C:5](=[CH:4][CH:3]=[C:2]([NH:1][C:26]([C@H:24]4[CH2:23][CH2:22][C:21](=[O:20])[O:25]4)=[O:27])[CH:11]=3)[N:6]([CH2:17][CH3:18])[C:7]2=[O:16])[CH2:14][CH2:15]1. The yield is 0.750. (2) The reactants are [H-].[Al+3].[Li+].[H-].[H-].[H-].[NH2:7][CH:8]([C:10]1[CH:11]=[CH:12][C:13]2[O:18][CH2:17][C:16](=O)[NH:15][C:14]=2[CH:20]=1)[CH3:9]. The catalyst is C1COCC1. The product is [O:18]1[C:13]2[CH:12]=[CH:11][C:10]([CH:8]([NH2:7])[CH3:9])=[CH:20][C:14]=2[NH:15][CH2:16][CH2:17]1. The yield is 0.950. (3) The reactants are C(=O)([O:5][C:6]1[CH:11]=[CH:10][C:9]([S:12]([N:15]2[C:24]3[C:19](=[CH:20][C:21]([F:26])=[C:22]([F:25])[CH:23]=3)[N:18]3[CH:27]=[CH:28][CH:29]=[C:17]3[CH:16]2[CH2:30][CH3:31])(=[O:14])=[O:13])=[CH:8][CH:7]=1)OCC.[OH-].[Na+]. The catalyst is CO. The product is [CH2:30]([CH:16]1[N:15]([S:12]([C:9]2[CH:8]=[CH:7][C:6]([OH:5])=[CH:11][CH:10]=2)(=[O:14])=[O:13])[C:24]2[C:19](=[CH:20][C:21]([F:26])=[C:22]([F:25])[CH:23]=2)[N:18]2[CH:27]=[CH:28][CH:29]=[C:17]12)[CH3:31]. The yield is 0.860. (4) The reactants are Cl[C:2]1[CH:3]=[C:4]([CH:9]=[CH:10][C:11]=1[NH:12][CH:13]1[CH2:16][CH2:15][CH2:14]1)[C:5]([O:7][CH3:8])=[O:6].[O:17]1[CH2:22][CH2:21][CH:20]([CH:23]2[CH2:28][CH2:27][C:26](=O)[CH2:25][CH2:24]2)[CH2:19][CH2:18]1.C(O)(=O)C.S([O-])([O-])(=O)=O.[Mg+2].P([O-])([O-])([O-])=O.[K+].[K+].[K+]. The catalyst is CC(N(C)C)=O.CC(C)([P](C(C)(C)C)([Pd][P](C(C)(C)C)(C(C)(C)C)C(C)(C)C)C(C)(C)C)C. The product is [CH:13]1([N:12]2[C:26]3[CH2:27][CH2:28][CH:23]([CH:20]4[CH2:19][CH2:18][O:17][CH2:22][CH2:21]4)[CH2:24][C:25]=3[C:2]3[C:11]2=[CH:10][CH:9]=[C:4]([C:5]([O:7][CH3:8])=[O:6])[CH:3]=3)[CH2:16][CH2:15][CH2:14]1. The yield is 0.770. (5) The reactants are Br[CH2:2][C:3]([O:5][CH3:6])=[O:4].[OH:7][C:8]1[CH:13]=[CH:12][C:11]([C:14]([C:23]2[CH:28]=[CH:27][C:26]([OH:29])=[CH:25][CH:24]=2)([C:16]2[CH:21]=[CH:20][C:19]([OH:22])=[CH:18][CH:17]=2)[CH3:15])=[CH:10][CH:9]=1. The catalyst is [I-].[K+].CC(C)=O. The product is [OH:7][C:8]1[CH:13]=[CH:12][C:11]([C:14]([C:16]2[CH:17]=[CH:18][C:19]([OH:22])=[CH:20][CH:21]=2)([C:23]2[CH:28]=[CH:27][C:26]([O:29][CH2:2][C:3]([O:5][CH3:6])=[O:4])=[CH:25][CH:24]=2)[CH3:15])=[CH:10][CH:9]=1. The yield is 0.850. (6) The reactants are Br[C:2]1[CH:7]=[CH:6][C:5]([O:8][CH2:9][O:10][CH3:11])=[CH:4][C:3]=1[O:12][CH2:13][O:14][CH3:15].C([Li])CCC.[Si:21]([O:28][C:29]1[CH:34]=[CH:33][C:32]([CH:35]2[CH2:40][CH2:39][C:38](=[O:41])[CH2:37][CH2:36]2)=[CH:31][CH:30]=1)([C:24]([CH3:27])([CH3:26])[CH3:25])([CH3:23])[CH3:22]. The catalyst is O1CCCC1. The product is [Si:21]([O:28][C:29]1[CH:30]=[CH:31][C:32]([CH:35]2[CH2:40][CH2:39][C:38]([C:2]3[CH:7]=[CH:6][C:5]([O:8][CH2:9][O:10][CH3:11])=[CH:4][C:3]=3[O:12][CH2:13][O:14][CH3:15])([OH:41])[CH2:37][CH2:36]2)=[CH:33][CH:34]=1)([C:24]([CH3:27])([CH3:26])[CH3:25])([CH3:23])[CH3:22]. The yield is 0.250. (7) The reactants are [CH2:1]([O:3][CH:4]([O:10][CH2:11][CH3:12])[C:5]#[C:6][C:7](=O)[CH3:8])[CH3:2].[C:13]([O:17][CH3:18])(=[O:16])[CH2:14][SH:15].CO.C([O-])([O-])=O.[Cs+].[Cs+].[O-]S([O-])(=O)=O.[Mg+2]. The catalyst is C1COCC1. The product is [CH3:18][O:17][C:13]([C:14]1[S:15][C:5]([CH:4]([O:10][CH2:11][CH3:12])[O:3][CH2:1][CH3:2])=[CH:6][C:7]=1[CH3:8])=[O:16]. The yield is 0.830.